Task: Regression. Given a peptide amino acid sequence and an MHC pseudo amino acid sequence, predict their binding affinity value. This is MHC class I binding data.. Dataset: Peptide-MHC class I binding affinity with 185,985 pairs from IEDB/IMGT (1) The binding affinity (normalized) is 1.00. The MHC is Mamu-A02 with pseudo-sequence Mamu-A02. The peptide sequence is VSSLERFEIF. (2) The peptide sequence is STVASAQIHL. The MHC is HLA-A02:01 with pseudo-sequence HLA-A02:01. The binding affinity (normalized) is 0.117. (3) The MHC is HLA-A23:01 with pseudo-sequence HLA-A23:01. The peptide sequence is SMKSVQNNTV. The binding affinity (normalized) is 0. (4) The peptide sequence is GTHPFSRIR. The MHC is HLA-A11:01 with pseudo-sequence HLA-A11:01. The binding affinity (normalized) is 0.465. (5) The peptide sequence is SLVWAPLILAYF. The MHC is HLA-A02:06 with pseudo-sequence HLA-A02:06. The binding affinity (normalized) is 0.0940. (6) The binding affinity (normalized) is 0.0748. The MHC is Mamu-B08 with pseudo-sequence Mamu-B08. The peptide sequence is YVADALAAF. (7) The peptide sequence is YLKAYQATV. The MHC is HLA-A02:05 with pseudo-sequence HLA-A02:05. The binding affinity (normalized) is 0.822. (8) The peptide sequence is LIANIHNHM. The MHC is HLA-B15:01 with pseudo-sequence HLA-B15:01. The binding affinity (normalized) is 1.00.